Regression. Given two drug SMILES strings and cell line genomic features, predict the synergy score measuring deviation from expected non-interaction effect. From a dataset of NCI-60 drug combinations with 297,098 pairs across 59 cell lines. (1) Drug 1: CCCS(=O)(=O)NC1=C(C(=C(C=C1)F)C(=O)C2=CNC3=C2C=C(C=N3)C4=CC=C(C=C4)Cl)F. Drug 2: C1C(C(OC1N2C=NC3=C(N=C(N=C32)Cl)N)CO)O. Cell line: SF-295. Synergy scores: CSS=0.735, Synergy_ZIP=-0.323, Synergy_Bliss=-1.37, Synergy_Loewe=-1.22, Synergy_HSA=-1.25. (2) Drug 1: C1C(C(OC1N2C=C(C(=O)NC2=O)F)CO)O. Drug 2: C1C(C(OC1N2C=NC3=C(N=C(N=C32)Cl)N)CO)O. Cell line: 786-0. Synergy scores: CSS=22.8, Synergy_ZIP=-10.6, Synergy_Bliss=-1.94, Synergy_Loewe=-5.32, Synergy_HSA=1.68. (3) Drug 1: C1=CC(=C2C(=C1NCCNCCO)C(=O)C3=C(C=CC(=C3C2=O)O)O)NCCNCCO. Drug 2: CC1C(C(CC(O1)OC2CC(CC3=C2C(=C4C(=C3O)C(=O)C5=CC=CC=C5C4=O)O)(C(=O)C)O)N)O. Cell line: HOP-62. Synergy scores: CSS=58.8, Synergy_ZIP=6.16, Synergy_Bliss=7.19, Synergy_Loewe=5.72, Synergy_HSA=9.79. (4) Drug 1: C1=CC(=CC=C1CCC2=CNC3=C2C(=O)NC(=N3)N)C(=O)NC(CCC(=O)O)C(=O)O. Drug 2: C1=CN(C(=O)N=C1N)C2C(C(C(O2)CO)O)O.Cl. Cell line: U251. Synergy scores: CSS=31.6, Synergy_ZIP=-6.85, Synergy_Bliss=-6.64, Synergy_Loewe=-10.6, Synergy_HSA=-2.05. (5) Drug 1: CN1C(=O)N2C=NC(=C2N=N1)C(=O)N. Drug 2: C1C(C(OC1N2C=NC3=C2NC=NCC3O)CO)O. Cell line: NCI-H322M. Synergy scores: CSS=-2.71, Synergy_ZIP=1.03, Synergy_Bliss=-2.96, Synergy_Loewe=-4.16, Synergy_HSA=-6.30. (6) Drug 1: CNC(=O)C1=CC=CC=C1SC2=CC3=C(C=C2)C(=NN3)C=CC4=CC=CC=N4. Drug 2: CCC1(C2=C(COC1=O)C(=O)N3CC4=CC5=C(C=CC(=C5CN(C)C)O)N=C4C3=C2)O.Cl. Cell line: M14. Synergy scores: CSS=5.23, Synergy_ZIP=-5.20, Synergy_Bliss=-2.36, Synergy_Loewe=-27.3, Synergy_HSA=-6.21. (7) Drug 1: COC1=C(C=C2C(=C1)N=CN=C2NC3=CC(=C(C=C3)F)Cl)OCCCN4CCOCC4. Drug 2: CS(=O)(=O)OCCCCOS(=O)(=O)C. Cell line: MDA-MB-231. Synergy scores: CSS=17.5, Synergy_ZIP=-3.30, Synergy_Bliss=0.448, Synergy_Loewe=-7.96, Synergy_HSA=1.08.